Dataset: Full USPTO retrosynthesis dataset with 1.9M reactions from patents (1976-2016). Task: Predict the reactants needed to synthesize the given product. (1) Given the product [Cl:8][C:6]1[CH:5]=[CH:4][C:3]([N+:9]([O-:11])=[O:10])=[C:2]([S:19][C:16]2[CH:17]=[CH:18][C:13]([Cl:12])=[CH:14][CH:15]=2)[CH:7]=1, predict the reactants needed to synthesize it. The reactants are: Cl[C:2]1[CH:7]=[C:6]([Cl:8])[CH:5]=[CH:4][C:3]=1[N+:9]([O-:11])=[O:10].[Cl:12][C:13]1[CH:18]=[CH:17][C:16]([SH:19])=[CH:15][CH:14]=1.C(=O)([O-])[O-].[K+].[K+]. (2) Given the product [CH3:24][O:25][C:26]1[CH:31]=[CH:30][C:29]([CH2:32][C:33]([O:23][C@@:9]2([C:14]#[C:15][C:16]3[CH:17]=[C:18]([CH3:22])[CH:19]=[CH:20][CH:21]=3)[CH2:10][CH2:11][CH2:12][C@@H:13]3[C@H:8]2[CH2:7][CH2:6][N:5]3[C:3]([O:2][CH3:1])=[O:4])=[O:34])=[CH:28][CH:27]=1, predict the reactants needed to synthesize it. The reactants are: [CH3:1][O:2][C:3]([N:5]1[C@@H:13]2[C@@H:8]([C@@:9]([OH:23])([C:14]#[C:15][C:16]3[CH:17]=[C:18]([CH3:22])[CH:19]=[CH:20][CH:21]=3)[CH2:10][CH2:11][CH2:12]2)[CH2:7][CH2:6]1)=[O:4].[CH3:24][O:25][C:26]1[CH:31]=[CH:30][C:29]([CH2:32][C:33](O)=[O:34])=[CH:28][CH:27]=1. (3) Given the product [Cl:1][C:2]1[CH:3]=[CH:4][C:5]([O:28][CH3:29])=[C:6]([CH:27]=1)[CH2:7][C@@H:8]([CH2:12][NH:13][CH2:14][C:15]1[C:16]([O:25][CH3:26])=[CH:17][C:18]([O:23][CH3:24])=[CH:19][C:20]=1[O:21][CH3:22])[C:9]([NH:36][CH2:35][C:34]([OH:37])=[O:33])=[O:11], predict the reactants needed to synthesize it. The reactants are: [Cl:1][C:2]1[CH:3]=[CH:4][C:5]([O:28][CH3:29])=[C:6]([CH:27]=1)[CH2:7][C@@H:8]([CH2:12][NH:13][CH2:14][C:15]1[C:20]([O:21][CH3:22])=[CH:19][C:18]([O:23][CH3:24])=[CH:17][C:16]=1[O:25][CH3:26])[C:9]([OH:11])=O.Cl.C([O:33][C:34](=[O:37])[CH2:35][NH2:36])C.ON1C2C=CC=CC=2N=N1.Cl.CN(C)CCCN=C=NCC. (4) Given the product [NH2:31][C:11]1[N:10]([CH3:14])[C:9](=[O:15])[C:8]([C:4]2[CH:5]=[CH:6][CH:7]=[C:2]([Br:1])[CH:3]=2)([C:16]2[CH:17]=[CH:18][C:19]3[O:23][CH2:22][CH2:21][C:20]=3[CH:24]=2)[N:12]=1, predict the reactants needed to synthesize it. The reactants are: [Br:1][C:2]1[CH:3]=[C:4]([C:8]2([C:16]3[CH:17]=[CH:18][C:19]4[O:23][CH2:22][CH2:21][C:20]=4[CH:24]=3)[NH:12][C:11](=S)[N:10]([CH3:14])[C:9]2=[O:15])[CH:5]=[CH:6][CH:7]=1.C(OO)(C)(C)C.[NH3:31].